The task is: Regression. Given two drug SMILES strings and cell line genomic features, predict the synergy score measuring deviation from expected non-interaction effect.. This data is from NCI-60 drug combinations with 297,098 pairs across 59 cell lines. (1) Drug 1: C1=CC(=CC=C1CC(C(=O)O)N)N(CCCl)CCCl.Cl. Drug 2: CCC1=C2CN3C(=CC4=C(C3=O)COC(=O)C4(CC)O)C2=NC5=C1C=C(C=C5)O. Cell line: OVCAR-5. Synergy scores: CSS=15.9, Synergy_ZIP=-7.15, Synergy_Bliss=1.67, Synergy_Loewe=-10.5, Synergy_HSA=-1.13. (2) Cell line: MALME-3M. Drug 2: CN(C)C1=NC(=NC(=N1)N(C)C)N(C)C. Synergy scores: CSS=31.2, Synergy_ZIP=-2.82, Synergy_Bliss=7.69, Synergy_Loewe=-21.3, Synergy_HSA=2.36. Drug 1: CC1C(C(CC(O1)OC2CC(CC3=C2C(=C4C(=C3O)C(=O)C5=C(C4=O)C(=CC=C5)OC)O)(C(=O)C)O)N)O.Cl.